Regression. Given two drug SMILES strings and cell line genomic features, predict the synergy score measuring deviation from expected non-interaction effect. From a dataset of NCI-60 drug combinations with 297,098 pairs across 59 cell lines. (1) Drug 1: CCN(CC)CCCC(C)NC1=C2C=C(C=CC2=NC3=C1C=CC(=C3)Cl)OC. Drug 2: C1C(C(OC1N2C=NC3=C2NC=NCC3O)CO)O. Cell line: SK-MEL-2. Synergy scores: CSS=14.5, Synergy_ZIP=-5.43, Synergy_Bliss=-8.22, Synergy_Loewe=-11.2, Synergy_HSA=-9.53. (2) Drug 1: CC1=C2C(C(=O)C3(C(CC4C(C3C(C(C2(C)C)(CC1OC(=O)C(C(C5=CC=CC=C5)NC(=O)OC(C)(C)C)O)O)OC(=O)C6=CC=CC=C6)(CO4)OC(=O)C)OC)C)OC. Drug 2: CC1=C(N=C(N=C1N)C(CC(=O)N)NCC(C(=O)N)N)C(=O)NC(C(C2=CN=CN2)OC3C(C(C(C(O3)CO)O)O)OC4C(C(C(C(O4)CO)O)OC(=O)N)O)C(=O)NC(C)C(C(C)C(=O)NC(C(C)O)C(=O)NCCC5=NC(=CS5)C6=NC(=CS6)C(=O)NCCC[S+](C)C)O. Cell line: SNB-75. Synergy scores: CSS=29.9, Synergy_ZIP=-2.77, Synergy_Bliss=-2.82, Synergy_Loewe=-18.9, Synergy_HSA=-0.775. (3) Drug 1: C1=NC2=C(N1)C(=S)N=C(N2)N. Drug 2: COC1=C2C(=CC3=C1OC=C3)C=CC(=O)O2. Cell line: HS 578T. Synergy scores: CSS=28.0, Synergy_ZIP=0.197, Synergy_Bliss=-1.96, Synergy_Loewe=-20.2, Synergy_HSA=-3.00. (4) Drug 1: CC1OCC2C(O1)C(C(C(O2)OC3C4COC(=O)C4C(C5=CC6=C(C=C35)OCO6)C7=CC(=C(C(=C7)OC)O)OC)O)O. Drug 2: CC1=CC=C(C=C1)C2=CC(=NN2C3=CC=C(C=C3)S(=O)(=O)N)C(F)(F)F. Cell line: SR. Synergy scores: CSS=71.8, Synergy_ZIP=2.24, Synergy_Bliss=3.97, Synergy_Loewe=-20.3, Synergy_HSA=4.95. (5) Drug 1: C1=CC(=CC=C1CCCC(=O)O)N(CCCl)CCCl. Drug 2: CC1C(C(CC(O1)OC2CC(CC3=C2C(=C4C(=C3O)C(=O)C5=CC=CC=C5C4=O)O)(C(=O)C)O)N)O. Cell line: NCI-H522. Synergy scores: CSS=44.5, Synergy_ZIP=-4.67, Synergy_Bliss=-7.00, Synergy_Loewe=-29.6, Synergy_HSA=-5.18.